Dataset: Peptide-MHC class II binding affinity with 134,281 pairs from IEDB. Task: Regression. Given a peptide amino acid sequence and an MHC pseudo amino acid sequence, predict their binding affinity value. This is MHC class II binding data. (1) The peptide sequence is KKGAGGITIKKTGQA. The MHC is DRB1_0101 with pseudo-sequence DRB1_0101. The binding affinity (normalized) is 0.202. (2) The peptide sequence is IPLMYKGLPWNVVRI. The MHC is DRB1_0101 with pseudo-sequence DRB1_0101. The binding affinity (normalized) is 1.00. (3) The peptide sequence is KKGAAWTVYVGIVTMLSK. The MHC is DRB1_0901 with pseudo-sequence DRB1_0901. The binding affinity (normalized) is 0.508. (4) The peptide sequence is ATFEAMYLGTCKTLT. The MHC is DRB1_0405 with pseudo-sequence DRB1_0405. The binding affinity (normalized) is 0.379. (5) The peptide sequence is YGIFQSTFLGASQRG. The MHC is DRB1_0404 with pseudo-sequence DRB1_0404. The binding affinity (normalized) is 0.695. (6) The peptide sequence is SRKRRSHDVLTVQFL. The MHC is HLA-DQA10102-DQB10501 with pseudo-sequence HLA-DQA10102-DQB10501. The binding affinity (normalized) is 0.330. (7) The peptide sequence is SVTLDFTKFHDELGD. The MHC is DRB1_0101 with pseudo-sequence DRB1_0101. The binding affinity (normalized) is 0.165. (8) The peptide sequence is QDELIGRGRVSPGNG. The MHC is DRB4_0103 with pseudo-sequence DRB4_0103. The binding affinity (normalized) is 0.630. (9) The peptide sequence is INEPTAHAIAYGLDR. The MHC is HLA-DQA10401-DQB10402 with pseudo-sequence HLA-DQA10401-DQB10402. The binding affinity (normalized) is 0.172. (10) The peptide sequence is AAATAGTTVYGAYAA. The MHC is HLA-DQA10401-DQB10402 with pseudo-sequence HLA-DQA10401-DQB10402. The binding affinity (normalized) is 0.488.